Dataset: Full USPTO retrosynthesis dataset with 1.9M reactions from patents (1976-2016). Task: Predict the reactants needed to synthesize the given product. (1) Given the product [CH3:47][O:46][C:43]1[CH:44]=[CH:45][C:40]([CH2:39][O:38][C:35]2[CH:36]=[CH:37][C:32]([CH2:31][S:30][C:27]3[CH:28]=[CH:29][C:24]([O:23][CH2:22][C:21]([OH:49])=[O:20])=[C:25]([CH3:48])[CH:26]=3)=[CH:33][CH:34]=2)=[CH:41][CH:42]=1, predict the reactants needed to synthesize it. The reactants are: COC1C=CC(COC2C=CC(CO)=CC=2)=CC=1.C[O:20][C:21](=[O:49])[CH2:22][O:23][C:24]1[CH:29]=[CH:28][C:27]([S:30][CH2:31][C:32]2[CH:37]=[CH:36][C:35]([O:38][CH2:39][C:40]3[CH:45]=[CH:44][C:43]([O:46][CH3:47])=[CH:42][CH:41]=3)=[CH:34][CH:33]=2)=[CH:26][C:25]=1[CH3:48]. (2) Given the product [F:33][C:2]1([F:1])[O:6][C:5]2[CH:7]=[CH:8][C:9]([C:11]3([C:14]([NH:16][C:17]4[CH:18]=[C:19]([CH3:32])[CH:20]=[C:21]([C:23]5[CH:28]=[CH:27][C:26](=[O:29])[NH:25][C:24]=5[CH3:31])[N:22]=4)=[O:15])[CH2:13][CH2:12]3)=[CH:10][C:4]=2[O:3]1, predict the reactants needed to synthesize it. The reactants are: [F:1][C:2]1([F:33])[O:6][C:5]2[CH:7]=[CH:8][C:9]([C:11]3([C:14]([NH:16][C:17]4[N:22]=[C:21]([C:23]5[C:24]([CH3:31])=[N:25][C:26]([O:29]C)=[CH:27][CH:28]=5)[CH:20]=[C:19]([CH3:32])[CH:18]=4)=[O:15])[CH2:13][CH2:12]3)=[CH:10][C:4]=2[O:3]1.Cl.